From a dataset of Forward reaction prediction with 1.9M reactions from USPTO patents (1976-2016). Predict the product of the given reaction. (1) Given the reactants [Cl:1][C:2]1[CH:3]=[N:4][CH:5]=[C:6]([Cl:24])[C:7]=1[S:8][C:9]1[S:13][C:12]([C:14]([NH:16][CH2:17][C:18]([OH:20])=O)=[O:15])=[CH:11][C:10]=1[N+:21]([O-:23])=[O:22].[CH3:25][O:26][CH2:27][CH2:28][NH2:29], predict the reaction product. The product is: [Cl:1][C:2]1[CH:3]=[N:4][CH:5]=[C:6]([Cl:24])[C:7]=1[S:8][C:9]1[S:13][C:12]([C:14]([NH:16][CH2:17][C:18]([NH:29][CH2:28][CH2:27][O:26][CH3:25])=[O:20])=[O:15])=[CH:11][C:10]=1[N+:21]([O-:23])=[O:22]. (2) The product is: [Br:1][CH:2]([CH2:6][CH:7]([CH3:9])[CH3:8])[C:3]([O:5][CH3:12])=[O:4]. Given the reactants [Br:1][CH:2]([CH2:6][CH:7]([CH3:9])[CH3:8])[C:3]([OH:5])=[O:4].[N+](=[CH2:12])=[N-], predict the reaction product.